This data is from Forward reaction prediction with 1.9M reactions from USPTO patents (1976-2016). The task is: Predict the product of the given reaction. (1) Given the reactants [N:1]1[N:2]=[C:3]([C:10]2[CH:19]=[CH:18][C:17]3[C:12](=[C:13]([O:20][C@H:21]4[CH2:26][CH2:25][N:24](C(OC(C)(C)C)=O)[C@H:23]([C:34](=[O:38])[N:35]([CH3:37])[CH3:36])[CH2:22]4)[CH:14]=[CH:15][CH:16]=3)[N:11]=2)[N:4]2[CH:9]=[CH:8][CH:7]=[CH:6][C:5]=12.C(Cl)(Cl)[Cl:40].[ClH:43], predict the reaction product. The product is: [ClH:40].[ClH:43].[N:1]1[N:2]=[C:3]([C:10]2[CH:19]=[CH:18][C:17]3[C:12](=[C:13]([O:20][C@H:21]4[CH2:26][CH2:25][NH:24][C@H:23]([C:34]([N:35]([CH3:37])[CH3:36])=[O:38])[CH2:22]4)[CH:14]=[CH:15][CH:16]=3)[N:11]=2)[N:4]2[CH:9]=[CH:8][CH:7]=[CH:6][C:5]=12. (2) Given the reactants Cl[C:2]1[C:6]([C:7](=[O:9])[CH3:8])=[CH:5][N:4]([CH2:10][C:11]2[CH:16]=[CH:15][C:14]([O:17][CH3:18])=[CH:13][CH:12]=2)[N:3]=1.[CH2:19]([NH2:22])[CH:20]=[CH2:21], predict the reaction product. The product is: [CH2:19]([NH:22][C:2]1[C:6]([C:7](=[O:9])[CH3:8])=[CH:5][N:4]([CH2:10][C:11]2[CH:16]=[CH:15][C:14]([O:17][CH3:18])=[CH:13][CH:12]=2)[N:3]=1)[CH:20]=[CH2:21]. (3) Given the reactants [CH3:1][O:2][C:3]1[CH:11]=[C:10]([NH:12][C:13]([NH:15][C:16]2[CH:21]=[CH:20][CH:19]=[C:18]([O:22][C:23]3[CH:28]=[CH:27][CH:26]=[CH:25][CH:24]=3)[CH:17]=2)=[O:14])[CH:9]=[CH:8][C:4]=1[C:5]([OH:7])=O.C1C=C[C:32]2[N:37](O)N=N[C:33]=2[CH:34]=1.CCN=C=NCCCN(C)C.[CH:50]([N:53](C(C)C)[CH2:54]C)([CH3:52])[CH3:51], predict the reaction product. The product is: [CH:50]([N:53]([CH3:54])[CH2:34][CH2:33][CH2:32][NH:37][C:5](=[O:7])[C:4]1[CH:8]=[CH:9][C:10]([NH:12][C:13]([NH:15][C:16]2[CH:21]=[CH:20][CH:19]=[C:18]([O:22][C:23]3[CH:24]=[CH:25][CH:26]=[CH:27][CH:28]=3)[CH:17]=2)=[O:14])=[CH:11][C:3]=1[O:2][CH3:1])([CH3:52])[CH3:51]. (4) The product is: [ClH:29].[CH3:6][NH:7][C@@H:9]([CH2:21][C:22]1[CH:27]=[CH:26][CH:25]=[CH:24][CH:23]=1)[CH2:10][CH2:11][NH:12][C:13]([C:15]1[CH:20]=[CH:19][CH:18]=[CH:17][N:16]=1)=[O:14]. Given the reactants C(O[C:6](=O)[N:7]([C@@H:9]([CH2:21][C:22]1[CH:27]=[CH:26][CH:25]=[CH:24][CH:23]=1)[CH2:10][CH2:11][NH:12][C:13]([C:15]1[CH:20]=[CH:19][CH:18]=[CH:17][N:16]=1)=[O:14])C)(C)(C)C.[ClH:29].O1CCOCC1, predict the reaction product. (5) The product is: [C:1]([C:5]1[CH:10]=[CH:9][CH:8]=[CH:7][C:6]=1[N:11]1[CH2:12][CH2:13][N:14]([C:17](=[O:23])[CH2:18][CH2:19][C:20]([NH:58][S:55]([CH3:54])(=[O:57])=[O:56])=[O:21])[CH2:15][CH2:16]1)([CH3:4])([CH3:2])[CH3:3]. Given the reactants [C:1]([C:5]1[CH:10]=[CH:9][CH:8]=[CH:7][C:6]=1[N:11]1[CH2:16][CH2:15][N:14]([C:17](=[O:23])[CH2:18][CH2:19][C:20](O)=[O:21])[CH2:13][CH2:12]1)([CH3:4])([CH3:3])[CH3:2].CCN=C=NCCCN(C)C.C1C=CC2N(O)N=NC=2C=1.C(N(C(C)C)CC)(C)C.[CH3:54][S:55]([NH2:58])(=[O:57])=[O:56], predict the reaction product. (6) Given the reactants C(OC(=O)[NH:7][C:8]1[CH:13]=[C:12]([CH3:14])[C:11]([C:15]([F:18])([F:17])[F:16])=[CH:10][C:9]=1[NH:19][C:20](=[O:39])[CH2:21][C:22]([C:24]1[CH:29]=[CH:28][CH:27]=[C:26]([C:30]2[CH:35]=[C:34]([CH3:36])[N:33]=[C:32]([CH2:37]C)[CH:31]=2)[CH:25]=1)=O)(C)(C)C.[C:41](O)(C(F)(F)F)=O, predict the reaction product. The product is: [CH2:37]([C:32]1[CH:31]=[C:30]([C:26]2[CH:25]=[C:24]([C:22]3[CH2:21][C:20](=[O:39])[NH:19][C:9]4[CH:10]=[C:11]([C:15]([F:17])([F:18])[F:16])[C:12]([CH3:14])=[CH:13][C:8]=4[N:7]=3)[CH:29]=[CH:28][CH:27]=2)[CH:35]=[C:34]([CH3:36])[N:33]=1)[CH3:41]. (7) Given the reactants [Cl:1][C:2]1[CH:7]=[CH:6][CH:5]=[CH:4][C:3]=1[C:8]([CH:10]1[CH2:15][CH2:14][N:13]([C:16]2[CH2:20][CH:19]([C:21]3[N:22]=[N:23][N:24]([CH2:26][C:27]([O:29]C(C)(C)C)=[O:28])[N:25]=3)[O:18][N:17]=2)[CH2:12][CH2:11]1)=[O:9].[CH2:34]1[CH2:38]O[CH2:36][CH2:35]1.O=[N+]([O-])[O-].[O-][N+](=O)[O-].[O-][N+](=O)[O-].[O-][N+](=O)[O-].[O-][N+](=O)[O-].[O-][N+](=O)[O-].[Ce+4].[NH4+].[NH4+], predict the reaction product. The product is: [Cl:1][C:2]1[CH:7]=[CH:6][CH:5]=[CH:4][C:3]=1[C:8]([CH:10]1[CH2:11][CH2:12][N:13]([C:16]2[CH:20]=[C:19]([C:21]3[N:22]=[N:23][N:24]([CH2:26][C:27]([O:29][CH2:38][CH2:34][CH2:35][CH3:36])=[O:28])[N:25]=3)[O:18][N:17]=2)[CH2:14][CH2:15]1)=[O:9].